Regression/Classification. Given a drug SMILES string, predict its absorption, distribution, metabolism, or excretion properties. Task type varies by dataset: regression for continuous measurements (e.g., permeability, clearance, half-life) or binary classification for categorical outcomes (e.g., BBB penetration, CYP inhibition). Dataset: cyp2d6_substrate_carbonmangels. From a dataset of CYP2D6 substrate classification data from Carbon-Mangels et al.. (1) The molecule is Cc1c(O)cccc1C(=O)N[C@@H](CSc1ccccc1)[C@H](O)CN1C[C@H]2CCCC[C@H]2C[C@H]1C(=O)NC(C)(C)C. The result is 1 (substrate). (2) The molecule is O=C1C(CC[S@@H](=O)c2ccccc2)C(=O)N(c2ccccc2)N1c1ccccc1. The result is 0 (non-substrate). (3) The compound is C#C[C@]1(O)CC[C@H]2[C@@H]3CCC4=CC(=O)CC[C@@H]4[C@H]3C(=C)C[C@@]21CC. The result is 0 (non-substrate). (4) The compound is CC[C@H](c1ccccc1)c1c(O)c2ccccc2oc1=O. The result is 0 (non-substrate). (5) The compound is C[C@@H](O[C@H]1OCCN(Cc2n[nH]c(=O)[nH]2)[C@H]1c1ccc(F)cc1)c1cc(C(F)(F)F)cc(C(F)(F)F)c1. The result is 0 (non-substrate). (6) The molecule is CC(C)C1CCC(C(=O)N[C@H](Cc2ccccc2)C(=O)O)CC1. The result is 0 (non-substrate).